This data is from Forward reaction prediction with 1.9M reactions from USPTO patents (1976-2016). The task is: Predict the product of the given reaction. (1) Given the reactants FC(F)(F)C(O)=O.[O:8]1[C:12]2[CH:13]=[CH:14][CH:15]=[CH:16][C:11]=2[C:10]([NH:17][C:18]([N:20]2[CH2:25][CH2:24][NH:23][CH2:22][CH2:21]2)=[O:19])=[N:9]1.C(N(CC)CC)C.Cl[C:34]([O:36][CH2:37][C:38]1[CH:43]=[CH:42][CH:41]=[C:40]([F:44])[CH:39]=1)=[O:35].O, predict the reaction product. The product is: [O:8]1[C:12]2[CH:13]=[CH:14][CH:15]=[CH:16][C:11]=2[C:10]([NH:17][C:18]([N:20]2[CH2:25][CH2:24][N:23]([C:34]([O:36][CH2:37][C:38]3[CH:43]=[CH:42][CH:41]=[C:40]([F:44])[CH:39]=3)=[O:35])[CH2:22][CH2:21]2)=[O:19])=[N:9]1. (2) Given the reactants [Cl-].[Li+].BrC(Br)C.Cl[Si](C)(C)C.I[CH:13]1[CH2:18][CH2:17][O:16][CH2:15][CH2:14]1.[C:19]([C:21]1[CH:22]=[C:23]([S:39]([N:42](CC2C=CC(OC)=CC=2OC)[C:43]2[S:47][N:46]=[CH:45][N:44]=2)(=[O:41])=[O:40])[CH:24]=[CH:25][C:26]=1[O:27][C:28]1[CH:33]=[CH:32][C:31]([C:34]([F:37])([F:36])[F:35])=[CH:30][C:29]=1I)#[N:20].C1(P(C2CCCCC2)C2C=CC=CC=2C2C(OC)=CC=CC=2OC)CCCCC1.[Cl-].[NH4+], predict the reaction product. The product is: [C:19]([C:21]1[CH:22]=[C:23]([S:39]([NH:42][C:43]2[S:47][N:46]=[CH:45][N:44]=2)(=[O:41])=[O:40])[CH:24]=[CH:25][C:26]=1[O:27][C:28]1[CH:33]=[CH:32][C:31]([C:34]([F:36])([F:35])[F:37])=[CH:30][C:29]=1[CH:13]1[CH2:18][CH2:17][O:16][CH2:15][CH2:14]1)#[N:20]. (3) Given the reactants Br[C:2]1[CH:10]=[C:9]2[C:5]([CH:6]([CH3:22])[N:7]([C@@H:12]([C:14]3[CH:19]=[CH:18][C:17]([O:20][CH3:21])=[CH:16][CH:15]=3)[CH3:13])[C:8]2=[O:11])=[CH:4][CH:3]=1.[O:23]1[CH2:28][CH2:27][CH2:26][CH2:25][CH:24]1[N:29]1[CH:33]=[C:32](B2OC(C)(C)C(C)(C)O2)[CH:31]=[N:30]1.C(=O)([O-])[O-].[K+].[K+].O1CCOCC1, predict the reaction product. The product is: [CH3:21][O:20][C:17]1[CH:18]=[CH:19][C:14]([C@H:12]([N:7]2[CH:6]([CH3:22])[C:5]3[C:9](=[CH:10][C:2]([C:32]4[CH:31]=[N:30][N:29]([CH:24]5[CH2:25][CH2:26][CH2:27][CH2:28][O:23]5)[CH:33]=4)=[CH:3][CH:4]=3)[C:8]2=[O:11])[CH3:13])=[CH:15][CH:16]=1. (4) Given the reactants [C-:1]#[N:2].[Na+].Br[CH2:5][C:6]1[CH:11]=[C:10]([F:12])[C:9]([C:13]2[N:18]=[C:17]([C:19]([O:21][CH3:22])=[O:20])[CH:16]=[CH:15][C:14]=2[F:23])=[C:8]([F:24])[CH:7]=1, predict the reaction product. The product is: [C:1]([CH2:5][C:6]1[CH:11]=[C:10]([F:12])[C:9]([C:13]2[N:18]=[C:17]([C:19]([O:21][CH3:22])=[O:20])[CH:16]=[CH:15][C:14]=2[F:23])=[C:8]([F:24])[CH:7]=1)#[N:2]. (5) Given the reactants [F:1][C:2]([F:9])([F:8])[S:3]([O:6]C)(=[O:5])=[O:4].[CH2:10]([O:17][N:18]=[C:19]([C:26]1[CH:31]=[CH:30][CH:29]=[CH:28][CH:27]=1)[C:20]1[CH:25]=[CH:24][CH:23]=[CH:22][N:21]=1)[C:11]1[CH:16]=[CH:15][CH:14]=[CH:13][CH:12]=1, predict the reaction product. The product is: [F:1][C:2]([F:9])([F:8])[S:3]([O-:6])(=[O:5])=[O:4].[CH2:10]([O:17][N:18]=[C:19]([C:26]1[CH:31]=[CH:30][CH:29]=[CH:28][CH:27]=1)[C:20]1[CH:25]=[CH:24][CH:23]=[CH:22][N+:21]=1[CH3:2])[C:11]1[CH:12]=[CH:13][CH:14]=[CH:15][CH:16]=1. (6) Given the reactants C([O:3][C:4](=O)[CH2:5][C:6]1([OH:18])[CH2:10][CH2:9][N:8]([C:11]([O:13][C:14]([CH3:17])([CH3:16])[CH3:15])=[O:12])[CH2:7]1)C.[Li+].[BH4-].O, predict the reaction product. The product is: [OH:18][C:6]1([CH2:5][CH2:4][OH:3])[CH2:10][CH2:9][N:8]([C:11]([O:13][C:14]([CH3:15])([CH3:16])[CH3:17])=[O:12])[CH2:7]1. (7) Given the reactants C([O:8][N:9]1[C:15](=[O:16])[N:14]2[CH2:17][C@@H:10]1[CH2:11][CH2:12][C@@H:13]2[C:18]([NH:20][NH:21][C:22](=[O:26])[CH:23]([CH3:25])[CH3:24])=[O:19])C1C=CC=CC=1.[H][H], predict the reaction product. The product is: [OH:8][N:9]1[C:15](=[O:16])[N:14]2[CH2:17][C@@H:10]1[CH2:11][CH2:12][C@@H:13]2[C:18]([NH:20][NH:21][C:22](=[O:26])[CH:23]([CH3:24])[CH3:25])=[O:19]. (8) The product is: [BrH:40].[NH2:21][CH2:20][C:19]([NH:18][C@H:13]1[CH2:14][CH2:15][CH2:16][CH2:17][C@H:12]1[NH:11][C:9](=[O:10])[C:8]1[CH:7]=[CH:6][C:5]([S:2]([NH2:1])(=[O:4])=[O:3])=[CH:34][CH:33]=1)=[O:32]. Given the reactants [NH2:1][S:2]([C:5]1[CH:34]=[CH:33][C:8]([C:9]([NH:11][C@H:12]2[CH2:17][CH2:16][CH2:15][CH2:14][C@H:13]2[NH:18][C:19](=[O:32])[CH2:20][NH:21]C(=O)OCC2C=CC=CC=2)=[O:10])=[CH:7][CH:6]=1)(=[O:4])=[O:3].CCOCC.[BrH:40].CC(O)=O, predict the reaction product.